Dataset: Full USPTO retrosynthesis dataset with 1.9M reactions from patents (1976-2016). Task: Predict the reactants needed to synthesize the given product. Given the product [CH:1]1([N:6]2[CH2:12][C:11]([F:13])([F:14])[C:10](=[O:15])[N:9]([CH3:16])[C:8]3[CH:17]=[N:18][C:19]([NH:21][C:22]4[CH:30]=[CH:29][C:25]([C:26]([NH:66][C:67]5[CH:72]=[CH:71][CH:70]=[CH:69][CH:68]=5)=[O:28])=[CH:24][C:23]=4[O:31][CH3:32])=[N:20][C:7]2=3)[CH2:5][CH2:4][CH2:3][CH2:2]1, predict the reactants needed to synthesize it. The reactants are: [CH:1]1([N:6]2[CH2:12][C:11]([F:14])([F:13])[C:10](=[O:15])[N:9]([CH3:16])[C:8]3[CH:17]=[N:18][C:19]([NH:21][C:22]4[CH:30]=[CH:29][C:25]([C:26]([OH:28])=O)=[CH:24][C:23]=4[O:31][CH3:32])=[N:20][C:7]2=3)[CH2:5][CH2:4][CH2:3][CH2:2]1.F[P-](F)(F)(F)(F)F.CN(C(N(C)C)=[N+]1C2C(=NC=CC=2)[N+]([O-])=N1)C.C(N(C(C)C)C(C)C)C.[NH2:66][C:67]1[CH:72]=[CH:71][CH:70]=[CH:69][CH:68]=1.